Regression. Given a peptide amino acid sequence and an MHC pseudo amino acid sequence, predict their binding affinity value. This is MHC class I binding data. From a dataset of Peptide-MHC class I binding affinity with 185,985 pairs from IEDB/IMGT. The peptide sequence is LLHSTYFPC. The MHC is Mamu-A70103 with pseudo-sequence Mamu-A70103. The binding affinity (normalized) is 0.